Regression/Classification. Given a drug SMILES string, predict its toxicity properties. Task type varies by dataset: regression for continuous values (e.g., LD50, hERG inhibition percentage) or binary classification for toxic/non-toxic outcomes (e.g., AMES mutagenicity, cardiotoxicity, hepatotoxicity). Dataset: herg_karim. From a dataset of hERG potassium channel inhibition data for cardiac toxicity prediction from Karim et al.. The molecule is CN1CC2CC1CN2c1ccc(-c2ccc3[nH]ccc3c2)nn1. The result is 0 (non-blocker).